This data is from Full USPTO retrosynthesis dataset with 1.9M reactions from patents (1976-2016). The task is: Predict the reactants needed to synthesize the given product. (1) Given the product [CH3:20][C:17]1[O:16][C:15]([N:11]2[CH2:12][CH2:13][CH2:14][NH:8][CH2:9][CH2:10]2)=[N:19][N:18]=1, predict the reactants needed to synthesize it. The reactants are: C(OC([N:8]1[CH2:14][CH2:13][CH2:12][N:11]([C:15]2[O:16][C:17]([CH3:20])=[N:18][N:19]=2)[CH2:10][CH2:9]1)=O)(C)(C)C.C(O)(C(F)(F)F)=O. (2) Given the product [F:1][C:2]1[CH:3]=[C:4]([N:9]2[CH2:13][C@H:12]([CH2:14][N:15]3[CH:19]=[C:18]([CH2:20][Br:24])[N:17]=[N:16]3)[O:11][C:10]2=[O:22])[CH:5]=[CH:6][C:7]=1[I:8], predict the reactants needed to synthesize it. The reactants are: [F:1][C:2]1[CH:3]=[C:4]([N:9]2[CH2:13][C@H:12]([CH2:14][N:15]3[CH:19]=[C:18]([CH2:20]O)[N:17]=[N:16]3)[O:11][C:10]2=[O:22])[CH:5]=[CH:6][C:7]=1[I:8].C(Br)(Br)(Br)[Br:24].C1(P(C2C=CC=CC=2)C2C=CC=CC=2)C=CC=CC=1. (3) Given the product [CH2:18]([O:17][C:15](=[O:16])[CH2:14][C:11]1[CH:12]=[CH:13][C:8]([C:5]2[CH:4]=[CH:3][C:2]([O:1][S:22]([C:21]([F:34])([F:33])[F:20])(=[O:24])=[O:23])=[CH:7][CH:6]=2)=[CH:9][CH:10]=1)[CH3:19], predict the reactants needed to synthesize it. The reactants are: [OH:1][C:2]1[CH:7]=[CH:6][C:5]([C:8]2[CH:13]=[CH:12][C:11]([CH2:14][C:15]([O:17][CH2:18][CH3:19])=[O:16])=[CH:10][CH:9]=2)=[CH:4][CH:3]=1.[F:20][C:21]([F:34])([F:33])[S:22](O[S:22]([C:21]([F:34])([F:33])[F:20])(=[O:24])=[O:23])(=[O:24])=[O:23].C(N(CC)CC)C. (4) The reactants are: [C:1]1([PH:7](=[O:15])[O:8][CH:9]2[CH2:14][CH2:13][CH2:12][CH2:11][CH2:10]2)[CH:6]=[CH:5][CH:4]=[CH:3][CH:2]=1.[CH2:16]=[CH:17][CH2:18][CH2:19][CH2:20][CH2:21][CH2:22][CH3:23]. Given the product [C:1]1([P:7](/[CH:16]=[CH:17]/[CH2:18][CH2:19][CH2:20][CH2:21][CH2:22][CH3:23])(=[O:15])[O:8][CH:9]2[CH2:14][CH2:13][CH2:12][CH2:11][CH2:10]2)[CH:2]=[CH:3][CH:4]=[CH:5][CH:6]=1, predict the reactants needed to synthesize it. (5) Given the product [F:24][C:19]1[CH:20]=[C:21]([N:28]2[C:29]3[CH2:30][C:31]([CH3:37])([CH3:36])[CH2:32][C:33](=[O:35])[C:34]=3[C:26]([CH3:25])=[CH:27]2)[CH:22]=[C:15]([NH:14][C@H:10]2[CH2:11][CH2:12][CH2:13][C@@H:9]2[O:8][CH2:1][C:2]2[CH:7]=[CH:6][CH:5]=[CH:4][CH:3]=2)[C:16]=1[C:17]([NH2:18])=[O:39], predict the reactants needed to synthesize it. The reactants are: [CH2:1]([O:8][C@H:9]1[CH2:13][CH2:12][CH2:11][C@@H:10]1[NH:14][C:15]1[CH:22]=[C:21](Br)[CH:20]=[C:19]([F:24])[C:16]=1[C:17]#[N:18])[C:2]1[CH:7]=[CH:6][CH:5]=[CH:4][CH:3]=1.[CH3:25][C:26]1[C:34]2[C:33](=[O:35])[CH2:32][C:31]([CH3:37])([CH3:36])[CH2:30][C:29]=2[NH:28][CH:27]=1.C([O-])([O-])=[O:39].[K+].[K+].[OH-].[Na+].OO. (6) Given the product [F:22][C:21]([F:24])([F:23])[C:3]1[CH:4]=[C:5]2[C:10](=[CH:11][C:2]=1[C:27]1[CH:28]=[CH:29][CH:30]=[CH:31][C:26]=1[F:25])[N:9]=[CH:8][N:7]=[C:6]2[N:12]1[CH2:17][CH2:16][N:15]([C:18]([O:20][C:3]([CH3:21])([CH3:4])[CH3:2])=[O:19])[CH2:14][CH2:13]1, predict the reactants needed to synthesize it. The reactants are: Cl[C:2]1[CH:11]=[C:10]2[C:5]([C:6]([N:12]3[CH2:17][CH2:16][N:15]([C:18]([O-:20])=[O:19])[CH2:14][CH2:13]3)=[N:7][CH:8]=[N:9]2)=[CH:4][C:3]=1[C:21]([F:24])([F:23])[F:22].[F:25][C:26]1[CH:31]=[CH:30][CH:29]=[CH:28][C:27]=1B(O)O.C([O-])([O-])=O.[Na+].[Na+]. (7) Given the product [Br:7][C:8]1[N:9]=[CH:10][S:11][C:12]=1[C@@H:13]([NH:27][C:28]([O:29][C:30]([CH3:31])([CH3:33])[CH3:32])=[O:34])[C@H:14]([C:19]1[CH:24]=[CH:23][CH:22]=[C:21]([F:25])[C:20]=1[F:26])[CH2:15][CH2:16]/[CH:3]=[CH:2]/[C:1]([O:5][CH3:6])=[O:4], predict the reactants needed to synthesize it. The reactants are: [C:1]([O:5][CH3:6])(=[O:4])[CH:2]=[CH2:3].[Br:7][C:8]1[N:9]=[CH:10][S:11][C:12]=1[C@@H:13]([NH:27][C:28](=[O:34])[O:29][C:30]([CH3:33])([CH3:32])[CH3:31])[C@H:14]([C:19]1[CH:24]=[CH:23][CH:22]=[C:21]([F:25])[C:20]=1[F:26])[CH2:15][CH2:16]C=C. (8) Given the product [C:1]([N:4]1[CH2:9][CH2:8][C:7]2[C:10]([C:14]#[N:15])=[C:11]([NH:13][C:16](=[O:23])[C:17]3[CH:22]=[CH:21][CH:20]=[CH:19][CH:18]=3)[S:12][C:6]=2[CH2:5]1)(=[O:3])[CH3:2], predict the reactants needed to synthesize it. The reactants are: [C:1]([N:4]1[CH2:9][CH2:8][C:7]2[C:10]([C:14]#[N:15])=[C:11]([NH2:13])[S:12][C:6]=2[CH2:5]1)(=[O:3])[CH3:2].[C:16](Cl)(=[O:23])[C:17]1[CH:22]=[CH:21][CH:20]=[CH:19][CH:18]=1. (9) Given the product [CH3:11][C:5]1[CH:4]=[CH:3][C:2]2[N:7]([CH:15]=[CH:16][N:1]=2)[C:6]=1[C:8]([OH:10])=[O:9], predict the reactants needed to synthesize it. The reactants are: [NH2:1][C:2]1[N:7]=[C:6]([C:8]([OH:10])=[O:9])[C:5]([CH3:11])=[CH:4][CH:3]=1.[OH-].[Na+].Cl[CH2:15][CH:16]=O.